From a dataset of Full USPTO retrosynthesis dataset with 1.9M reactions from patents (1976-2016). Predict the reactants needed to synthesize the given product. (1) Given the product [ClH:40].[NH2:11][C:12]12[CH2:20][CH2:19][CH:16]([CH2:17][CH2:18]1)[CH2:15][N:14]1[C:21](=[O:39])[C:22]([O:30][C:31]([C:33]3[CH:34]=[CH:35][CH:36]=[CH:37][CH:38]=3)=[O:32])=[C:23]([C:25]([O:27][CH2:28][CH3:29])=[O:26])[N:24]=[C:13]21, predict the reactants needed to synthesize it. The reactants are: C(OC([NH:11][C:12]12[CH2:20][CH2:19][CH:16]([CH2:17][CH2:18]1)[CH2:15][N:14]1[C:21](=[O:39])[C:22]([O:30][C:31]([C:33]3[CH:38]=[CH:37][CH:36]=[CH:35][CH:34]=3)=[O:32])=[C:23]([C:25]([O:27][CH2:28][CH3:29])=[O:26])[N:24]=[C:13]21)=O)C1C=CC=CC=1.[ClH:40].[H][H]. (2) Given the product [Br:1][C:2]1[C:10]2[S:9][CH:8]=[C:7]([CH:11]([C:25]3[CH:30]=[CH:29][C:28]([Cl:31])=[CH:27][CH:26]=3)[C@@H:12]([C:16]3[CH:24]=[CH:23][C:19]([C:20]([NH:39][CH2:38][C:37]4[N:33]=[N:34][NH:35][N:36]=4)=[O:21])=[CH:18][CH:17]=3)[CH2:13][CH2:14][CH3:15])[C:6]=2[CH:5]=[C:4]([CH3:32])[CH:3]=1, predict the reactants needed to synthesize it. The reactants are: [Br:1][C:2]1[C:10]2[S:9][CH:8]=[C:7]([CH:11]([C:25]3[CH:30]=[CH:29][C:28]([Cl:31])=[CH:27][CH:26]=3)[C@@H:12]([C:16]3[CH:24]=[CH:23][C:19]([C:20](O)=[O:21])=[CH:18][CH:17]=3)[CH2:13][CH2:14][CH3:15])[C:6]=2[CH:5]=[C:4]([CH3:32])[CH:3]=1.[N:33]1[NH:34][N:35]=[N:36][C:37]=1[CH2:38][NH2:39].C(Cl)CCl.C1C=CC2N(O)N=NC=2C=1.CCN(C(C)C)C(C)C.